Dataset: Forward reaction prediction with 1.9M reactions from USPTO patents (1976-2016). Task: Predict the product of the given reaction. (1) Given the reactants C(=O)([O-])[O-].[K+].[K+].[Br:7][C:8]1[CH:9]=[CH:10][C:11]([N:14]2[CH:18]=[CH:17][C:16]([CH:19]([C:21]3[CH:30]=[CH:29][C:24]4[NH:25][C:26](=[O:28])[S:27][C:23]=4[CH:22]=3)[CH3:20])=[N:15]2)=[N:12][CH:13]=1.[CH3:31][Si:32]([CH3:39])([CH3:38])[CH2:33][CH2:34][O:35][CH2:36]Cl.C(OC)(C)(C)C, predict the reaction product. The product is: [Br:7][C:8]1[CH:9]=[CH:10][C:11]([N:14]2[CH:18]=[CH:17][C:16]([CH:19]([C:21]3[CH:30]=[CH:29][C:24]4[N:25]([CH2:36][O:35][CH2:34][CH2:33][Si:32]([CH3:39])([CH3:38])[CH3:31])[C:26](=[O:28])[S:27][C:23]=4[CH:22]=3)[CH3:20])=[N:15]2)=[N:12][CH:13]=1. (2) Given the reactants [Br:1][C:2]1[CH:7]=[CH:6][C:5]([OH:8])=[CH:4][CH:3]=1.[CH:9]1([CH2:15]C2C=CC=CC=2O)[CH2:14][CH2:13][CH2:12][CH2:11][CH2:10]1.C1(P(C2C=CC=CC=2)C2C=CC=CC=2)C=CC=CC=1.N(C(OCC)=O)=NC(OCC)=O.C1(C)C=CC=CC=1, predict the reaction product. The product is: [Br:1][C:2]1[CH:7]=[CH:6][C:5]([O:8][CH2:15][CH:9]2[CH2:14][CH2:13][CH2:12][CH2:11][CH2:10]2)=[CH:4][CH:3]=1. (3) Given the reactants [CH2:1]([O:3][C:4](=[O:15])[C:5]([CH3:14])([CH3:13])[CH2:6][NH:7][CH:8]1[CH2:12][CH2:11][CH2:10][CH2:9]1)[CH3:2].[Cl:16][C:17]1[N:22]=[C:21](Cl)[C:20]([N+:24]([O-:26])=[O:25])=[CH:19][N:18]=1.C([O-])([O-])=O.[K+].[K+], predict the reaction product. The product is: [CH2:1]([O:3][C:4](=[O:15])[C:5]([CH3:14])([CH3:13])[CH2:6][N:7]([C:19]1[C:20]([N+:24]([O-:26])=[O:25])=[CH:21][N:22]=[C:17]([Cl:16])[N:18]=1)[CH:8]1[CH2:12][CH2:11][CH2:10][CH2:9]1)[CH3:2]. (4) Given the reactants [NH2:1][C:2]1[CH:22]=[CH:21][C:5]([CH2:6][N:7]2[C:11]3=[N:12][C:13]([C:16]([O:18][CH3:19])=[O:17])=[CH:14][CH:15]=[C:10]3[N:9]=[C:8]2[CH3:20])=[C:4]([Cl:23])[CH:3]=1.[CH3:24][S:25](Cl)(=[O:27])=[O:26], predict the reaction product. The product is: [Cl:23][C:4]1[CH:3]=[C:2]([NH:1][S:25]([CH3:24])(=[O:27])=[O:26])[CH:22]=[CH:21][C:5]=1[CH2:6][N:7]1[C:11]2=[N:12][C:13]([C:16]([O:18][CH3:19])=[O:17])=[CH:14][CH:15]=[C:10]2[N:9]=[C:8]1[CH3:20].